Task: Regression. Given a peptide amino acid sequence and an MHC pseudo amino acid sequence, predict their binding affinity value. This is MHC class II binding data.. Dataset: Peptide-MHC class II binding affinity with 134,281 pairs from IEDB (1) The peptide sequence is EAKYDAYVATVSEAL. The MHC is HLA-DPA10103-DPB10201 with pseudo-sequence HLA-DPA10103-DPB10201. The binding affinity (normalized) is 0.470. (2) The peptide sequence is IFSQNMNIKLQMPLY. The MHC is DRB1_0901 with pseudo-sequence DRB1_0901. The binding affinity (normalized) is 0.478. (3) The peptide sequence is SPHHKKLAQAVMEMT. The MHC is HLA-DQA10303-DQB10402 with pseudo-sequence HLA-DQA10303-DQB10402. The binding affinity (normalized) is 0. (4) The peptide sequence is LLSQEKTKFFTRRLA. The MHC is DRB1_0101 with pseudo-sequence DRB1_0101. The binding affinity (normalized) is 0.222. (5) The peptide sequence is TPFPHRKGVLFNIQY. The MHC is DRB1_1201 with pseudo-sequence DRB1_1201. The binding affinity (normalized) is 0.402. (6) The peptide sequence is YDKFLANVQTVLTGK. The MHC is DRB1_0404 with pseudo-sequence DRB1_0404. The binding affinity (normalized) is 0.814. (7) The peptide sequence is YFRNEQSIPPLIKKY. The MHC is DRB5_0101 with pseudo-sequence DRB5_0101. The binding affinity (normalized) is 0.686.